This data is from Retrosynthesis with 50K atom-mapped reactions and 10 reaction types from USPTO. The task is: Predict the reactants needed to synthesize the given product. (1) Given the product COC(=O)CNC(=O)c1ccccc1Cl, predict the reactants needed to synthesize it. The reactants are: COC(=O)CN.O=C(Cl)c1ccccc1Cl. (2) The reactants are: OCc1nc2ccccc2s1. Given the product O=Cc1nc2ccccc2s1, predict the reactants needed to synthesize it. (3) Given the product OCc1ccc(Cl)nn1, predict the reactants needed to synthesize it. The reactants are: O=C(O)c1ccc(Cl)nn1.